Dataset: Forward reaction prediction with 1.9M reactions from USPTO patents (1976-2016). Task: Predict the product of the given reaction. Given the reactants [C:1]([C:3]1[CH:29]=[CH:28][C:6]([O:7][CH:8]([C:23]([CH3:27])([CH3:26])[CH2:24][OH:25])[C:9]([NH:11][CH2:12][C:13]2[CH:18]=[CH:17][C:16]([O:19][CH3:20])=[CH:15][C:14]=2[O:21][CH3:22])=[O:10])=[CH:5][C:4]=1[C:30]([F:33])([F:32])[F:31])#[N:2].[CH3:34][S:35](Cl)(=[O:37])=[O:36], predict the reaction product. The product is: [C:1]([C:3]1[CH:29]=[CH:28][C:6]([O:7][CH:8]([C:9](=[O:10])[NH:11][CH2:12][C:13]2[CH:18]=[CH:17][C:16]([O:19][CH3:20])=[CH:15][C:14]=2[O:21][CH3:22])[C:23]([CH3:27])([CH3:26])[CH2:24][O:25][S:35]([CH3:34])(=[O:37])=[O:36])=[CH:5][C:4]=1[C:30]([F:32])([F:31])[F:33])#[N:2].